From a dataset of Forward reaction prediction with 1.9M reactions from USPTO patents (1976-2016). Predict the product of the given reaction. (1) Given the reactants [CH:1](NC(C)C)(C)C.C([Li])CCC.[O:13]1[CH2:18][CH2:17][CH:16]([CH2:19][C:20]([O:22][CH2:23][CH3:24])=[O:21])[CH2:15][CH2:14]1.CI.Cl, predict the reaction product. The product is: [O:13]1[CH2:18][CH2:17][CH:16]([CH:19]([CH3:1])[C:20]([O:22][CH2:23][CH3:24])=[O:21])[CH2:15][CH2:14]1. (2) Given the reactants [Cl:1][C:2]1[CH:33]=[CH:32][C:5]([O:6][C:7]2[CH:12]=[CH:11][C:10]([N:13]3[CH:17]([C:18]4[CH:23]=[CH:22][CH:21]=[C:20]([C:24]([F:27])([F:26])[F:25])[CH:19]=4)[CH2:16][N:15]([CH2:28][C:29]#[N:30])[C:14]3=[O:31])=[CH:9][CH:8]=2)=[CH:4][CH:3]=1.[N-:34]=[N+:35]=[N-:36].[Na+].[NH4+].[Cl-], predict the reaction product. The product is: [NH:34]1[C:29]([CH2:28][N:15]2[CH2:16][CH:17]([C:18]3[CH:23]=[CH:22][CH:21]=[C:20]([C:24]([F:26])([F:25])[F:27])[CH:19]=3)[N:13]([C:10]3[CH:9]=[CH:8][C:7]([O:6][C:5]4[CH:4]=[CH:3][C:2]([Cl:1])=[CH:33][CH:32]=4)=[CH:12][CH:11]=3)[C:14]2=[O:31])=[N:30][N:36]=[N:35]1. (3) Given the reactants [CH:1]1([C:6]([C:8]2[CH:13]=[CH:12][CH:11]=[CH:10][N:9]=2)=O)[CH2:5][CH2:4][CH2:3][CH2:2]1.[BH3-]C#[N:16].[Na+], predict the reaction product. The product is: [CH:1]1([CH:6]([C:8]2[CH:13]=[CH:12][CH:11]=[CH:10][N:9]=2)[NH2:16])[CH2:5][CH2:4][CH2:3][CH2:2]1. (4) Given the reactants [F:1][C:2]1[C:14]2[C:13]3[C:8](=[CH:9][CH:10]=[C:11]([C:15]([N:17]4[CH2:22][CH2:21][O:20][CH2:19][CH2:18]4)=[O:16])[CH:12]=3)[NH:7][C:6]=2[C:5]([C:23]([NH2:25])=[O:24])=[CH:4][CH:3]=1.C1C(=O)N([Br:33])C(=O)C1, predict the reaction product. The product is: [Br:33][C:3]1[CH:4]=[C:5]([C:23]([NH2:25])=[O:24])[C:6]2[NH:7][C:8]3[C:13]([C:14]=2[C:2]=1[F:1])=[CH:12][C:11]([C:15]([N:17]1[CH2:22][CH2:21][O:20][CH2:19][CH2:18]1)=[O:16])=[CH:10][CH:9]=3.